Task: Predict the product of the given reaction.. Dataset: Forward reaction prediction with 1.9M reactions from USPTO patents (1976-2016) (1) Given the reactants [Br:1][C:2]1[CH:3]=[C:4]([CH:6]=[C:7]([F:9])[CH:8]=1)[NH2:5].[C:10](Cl)(=[O:19])[CH:11]=[CH:12][C:13]1[CH:18]=[CH:17][CH:16]=[CH:15][CH:14]=1.N1C(C)=CC=CC=1C.BrC1C=C(NC(=O)/C=C/C2C=CC=CC=2)C=CC=1, predict the reaction product. The product is: [Br:1][C:2]1[CH:3]=[C:4]([NH:5][C:10](=[O:19])/[CH:11]=[CH:12]/[C:13]2[CH:18]=[CH:17][CH:16]=[CH:15][CH:14]=2)[CH:6]=[C:7]([F:9])[CH:8]=1. (2) Given the reactants Br[C:2]1[N:7]=[CH:6][C:5]([C:8]([N:10]2[CH2:15][CH2:14][N:13]([C:16]3[C:21]([CH3:22])=[CH:20][C:19]([CH3:23])=[CH:18][N:17]=3)[CH2:12][CH2:11]2)=[O:9])=[CH:4][CH:3]=1.[CH3:24][S:25]([N:28]1[CH2:32][CH2:31][NH:30][C:29]1=[O:33])(=[O:27])=[O:26], predict the reaction product. The product is: [CH3:22][C:21]1[C:16]([N:13]2[CH2:14][CH2:15][N:10]([C:8]([C:5]3[CH:4]=[CH:3][C:2]([N:30]4[CH2:31][CH2:32][N:28]([S:25]([CH3:24])(=[O:27])=[O:26])[C:29]4=[O:33])=[N:7][CH:6]=3)=[O:9])[CH2:11][CH2:12]2)=[N:17][CH:18]=[C:19]([CH3:23])[CH:20]=1. (3) Given the reactants [Br:1][C:2]1[C:7](=[O:8])[N:6]([C:9]2[CH:10]=[C:11]([CH:15]=[CH:16][C:17]=2[CH3:18])[C:12](O)=[O:13])[C:5]([CH3:19])=[N:4][C:3]=1[O:20][CH2:21][C:22]1[CH:27]=[CH:26][C:25]([F:28])=[CH:24][C:23]=1[F:29].CN1CCOCC1.C(OC(Cl)=O)C(C)C.[CH3:45][C@@H:46]([NH2:49])[CH2:47][OH:48], predict the reaction product. The product is: [Br:1][C:2]1[C:7](=[O:8])[N:6]([C:9]2[CH:10]=[C:11]([CH:15]=[CH:16][C:17]=2[CH3:18])[C:12]([NH:49][C@H:46]([CH3:45])[CH2:47][OH:48])=[O:13])[C:5]([CH3:19])=[N:4][C:3]=1[O:20][CH2:21][C:22]1[CH:27]=[CH:26][C:25]([F:28])=[CH:24][C:23]=1[F:29]. (4) Given the reactants [CH2:1]([O:3][C:4]([CH:6]1[N:10]([CH3:11])[C:9](=[O:12])[CH2:8][CH:7]1[C:13]1[CH:18]=[CH:17][C:16]([OH:19])=[CH:15][CH:14]=1)=[O:5])[CH3:2].N1C=CN=C1.[CH3:25][C:26]([Si:29](Cl)([CH3:31])[CH3:30])([CH3:28])[CH3:27].Cl, predict the reaction product. The product is: [CH2:1]([O:3][C:4]([C@@H:6]1[N:10]([CH3:11])[C:9](=[O:12])[CH2:8][C@@H:7]1[C:13]1[CH:14]=[CH:15][C:16]([O:19][Si:29]([CH3:31])([CH3:30])[C:26]([CH3:28])([CH3:27])[CH3:25])=[CH:17][CH:18]=1)=[O:5])[CH3:2]. (5) Given the reactants CS(O[CH2:6][C@@H:7]([NH:23][C:24]([O:26][C:27]([CH3:30])([CH3:29])[CH3:28])=[O:25])[CH2:8][CH:9]([CH2:16][C:17]1[CH:22]=[CH:21][CH:20]=[CH:19][CH:18]=1)[CH2:10]OS(C)(=O)=O)(=O)=O.[CH2:31]([NH2:38])[C:32]1[CH:37]=[CH:36][CH:35]=[CH:34][CH:33]=1, predict the reaction product. The product is: [CH2:31]([N:38]1[CH2:10][CH:9]([CH2:16][C:17]2[CH:22]=[CH:21][CH:20]=[CH:19][CH:18]=2)[CH2:8][C@H:7]([NH:23][C:24](=[O:25])[O:26][C:27]([CH3:30])([CH3:29])[CH3:28])[CH2:6]1)[C:32]1[CH:37]=[CH:36][CH:35]=[CH:34][CH:33]=1.